Dataset: Reaction yield outcomes from USPTO patents with 853,638 reactions. Task: Predict the reaction yield, written as a fraction of the theoretical maximum amount of product (1.0 means a 100% yield; for example, 0.34 means a 34% yield). (1) The reactants are O=[C:2]1[CH2:7][CH2:6][N:5]([C:8]2[CH:13]=[CH:12][C:11]([N:14]3[CH2:18][C@H:17]([CH2:19][NH:20][C:21](=[O:23])[CH3:22])[O:16][C:15]3=[O:24])=[CH:10][C:9]=2[F:25])[CH2:4][CH2:3]1.[C-:26]#[N:27].[Na+].[NH2:29][C:30]1[CH:35]=[CH:34][CH:33]=[CH:32][CH:31]=1. The product is [C:30]1([NH:29][C:2]2([C:26]#[N:27])[CH2:3][CH2:4][N:5]([C:8]3[CH:13]=[CH:12][C:11]([N:14]4[CH2:18][C@H:17]([CH2:19][NH:20][C:21](=[O:23])[CH3:22])[O:16][C:15]4=[O:24])=[CH:10][C:9]=3[F:25])[CH2:6][CH2:7]2)[CH:35]=[CH:34][CH:33]=[CH:32][CH:31]=1. The catalyst is C(O)(=O)C. The yield is 0.510. (2) The reactants are C[O:2][C:3](=O)[CH2:4][N:5]([CH2:14][C:15]1[C:16]([NH2:22])=[N:17][CH:18]=[C:19]([Br:21])[CH:20]=1)[CH2:6][CH2:7][N:8]1[CH2:13][CH2:12][O:11][CH2:10][CH2:9]1.[H-].[Na+]. The catalyst is CS(C)=O.O. The product is [Br:21][C:19]1[CH:18]=[N:17][C:16]2[NH:22][C:3](=[O:2])[CH2:4][N:5]([CH2:6][CH2:7][N:8]3[CH2:13][CH2:12][O:11][CH2:10][CH2:9]3)[CH2:14][C:15]=2[CH:20]=1. The yield is 0.570. (3) The catalyst is CCCCCC. The yield is 0.850. The reactants are [OH:1][C:2]1[C:9]([CH3:10])=[CH:8][CH:7]=[CH:6][C:3]=1[CH:4]=O.[C:11]([O-])(=[O:13])[CH3:12].[Na+].C(OC(=O)C)(=O)C.O. The product is [CH3:10][C:9]1[CH:8]=[CH:7][CH:6]=[C:3]2[C:2]=1[O:1][C:11](=[O:13])[CH:12]=[CH:4]2. (4) The reactants are Br[C:2]1[CH:7]=[CH:6][CH:5]=[CH:4][N:3]=1.[CH2:8]([N:12]1[N:16]=[C:15]2[CH:17]=[CH:18][CH:19]=[C:20]([CH3:21])[C:14]2=[N:13]1)[CH2:9][C:10]#[CH:11]. No catalyst specified. The product is [CH3:21][C:20]1[C:14]2[C:15](=[N:16][N:12]([CH2:8][CH2:9][C:10]#[C:11][C:2]3[CH:7]=[CH:6][CH:5]=[CH:4][N:3]=3)[N:13]=2)[CH:17]=[CH:18][CH:19]=1. The yield is 0.500. (5) The reactants are [C:1](O)(=O)[CH3:2].[NH2:5]/[C:6](=[N:20]\[OH:21])/[C@@H:7]([NH:12][C:13](=[O:19])[O:14][C:15]([CH3:18])([CH3:17])[CH3:16])[CH2:8][CH:9]1[CH2:11][CH2:10]1. The catalyst is CN(C=O)C. The product is [CH:9]1([CH2:8][C@H:7]([NH:12][C:13](=[O:19])[O:14][C:15]([CH3:18])([CH3:16])[CH3:17])[C:6]2[N:5]=[C:1]([CH3:2])[O:21][N:20]=2)[CH2:10][CH2:11]1. The yield is 0.540. (6) The reactants are [CH3:1][O:2][CH:3]1[O:8][CH2:7][CH:6]([CH2:9][O:10][C:11]2[CH:16]=[CH:15][N:14]=[C:13]([CH2:17][S:18][C:19]3[NH:23][C:22]4[CH:24]=[CH:25][CH:26]=[CH:27][C:21]=4[N:20]=3)[C:12]=2[CH3:28])[CH2:5][O:4]1.ClC1C=CC=C(C(OO)=[O:37])C=1.C(=O)([O-])O.[Na+]. The catalyst is C1(C)C=CC=CC=1.CO. The product is [CH3:1][O:2][CH:3]1[O:8][CH2:7][CH:6]([CH2:9][O:10][C:11]2[CH:16]=[CH:15][N:14]=[C:13]([CH2:17][S:18]([C:19]3[NH:20][C:21]4[CH:27]=[CH:26][CH:25]=[CH:24][C:22]=4[N:23]=3)=[O:37])[C:12]=2[CH3:28])[CH2:5][O:4]1. The yield is 0.659. (7) The reactants are Br[CH2:2][C:3]1[CH:4]=[C:5]([CH:8]=[CH:9][CH:10]=1)[C:6]#[N:7].[O-:11][S:12]([O-:14])=O.[Na+].[Na+].C(Cl)(=O)C(Cl)=O.[CH3:23][NH2:24]. The catalyst is CCO.O.[Cl-].[Na+].O.CCOC(C)=O. The product is [C:6]([C:5]1[CH:4]=[C:3]([CH2:2][S:12]([NH:24][CH3:23])(=[O:14])=[O:11])[CH:10]=[CH:9][CH:8]=1)#[N:7]. The yield is 0.690.